This data is from Forward reaction prediction with 1.9M reactions from USPTO patents (1976-2016). The task is: Predict the product of the given reaction. (1) Given the reactants [Cl:1][C:2]1[C:7]([N:8]([CH3:10])[CH3:9])=[CH:6][CH:5]=[CH:4][C:3]=1[CH2:11][OH:12].C(N(CC)CC)C.[CH3:20][S:21](Cl)(=[O:23])=[O:22].CN(C1C=CC=CN=1)C, predict the reaction product. The product is: [Cl:1][C:2]1[C:7]([N:8]([CH3:9])[CH3:10])=[CH:6][CH:5]=[CH:4][C:3]=1[CH2:11][O:12][S:21]([CH3:20])(=[O:23])=[O:22]. (2) Given the reactants C[O:2][C:3]([C:5]1[CH:6]=[C:7]([Br:14])[CH:8]=[C:9]2[C:13]=1[NH:12][CH:11]=[CH:10]2)=[O:4].Cl, predict the reaction product. The product is: [Br:14][C:7]1[CH:8]=[C:9]2[C:13](=[C:5]([C:3]([OH:4])=[O:2])[CH:6]=1)[NH:12][CH:11]=[CH:10]2. (3) Given the reactants C(OC([C:6]1[C:7](=[O:17])[N:8]([C:11]2[CH:16]=[CH:15][CH:14]=[CH:13][CH:12]=2)[NH:9][CH:10]=1)=O)C.[OH-].[Na+].Cl.C(OCC)(=O)C, predict the reaction product. The product is: [C:11]1([N:8]2[C:7](=[O:17])[CH2:6][CH:10]=[N:9]2)[CH:16]=[CH:15][CH:14]=[CH:13][CH:12]=1. (4) Given the reactants [Cl:1][C:2]1[CH:7]=[CH:6][C:5]([OH:8])=[CH:4][C:3]=1[C:9]1[N:13]2[CH:14]=[CH:15][CH:16]=[C:17]([C:18]#[N:19])[C:12]2=[N:11][C:10]=1[CH:20]([CH3:22])[CH3:21].Br[C:24]1[CH:29]=[CH:28][CH:27]=[C:26]([S:30]([CH:33]([CH3:35])[CH3:34])(=[O:32])=[O:31])[CH:25]=1, predict the reaction product. The product is: [Cl:1][C:2]1[CH:7]=[CH:6][C:5]([O:8][C:28]2[CH:29]=[CH:24][CH:25]=[C:26]([S:30]([CH:33]([CH3:35])[CH3:34])(=[O:31])=[O:32])[CH:27]=2)=[CH:4][C:3]=1[C:9]1[N:13]2[CH:14]=[CH:15][CH:16]=[C:17]([C:18]#[N:19])[C:12]2=[N:11][C:10]=1[CH:20]([CH3:22])[CH3:21].